From a dataset of Reaction yield outcomes from USPTO patents with 853,638 reactions. Predict the reaction yield, written as a fraction of the theoretical maximum amount of product (1.0 means a 100% yield; for example, 0.34 means a 34% yield). (1) The reactants are [NH2:1][C:2]1[CH2:7][CH2:6][CH2:5][C:4](=[O:8])[CH:3]=1.C(O[CH:12]=[C:13]([C:19]([O:21][CH2:22][CH3:23])=[O:20])[C:14]([O:16][CH2:17][CH3:18])=[O:15])C. No catalyst specified. The product is [CH2:17]([O:16][C:14](=[O:15])[C:13](=[CH:12][NH:1][C:2]1[CH2:7][CH2:6][CH2:5][C:4](=[O:8])[CH:3]=1)[C:19]([O:21][CH2:22][CH3:23])=[O:20])[CH3:18]. The yield is 0.900. (2) The reactants are [CH3:1][C@@H:2]1[C@H:7]([N:8]2[CH2:12][CH2:11][NH:10][C:9]2=[O:13])[CH2:6][CH2:5][CH2:4][N:3]1[C:14]([O:16][CH2:17][C:18]1[CH:23]=[CH:22][CH:21]=[CH:20][CH:19]=1)=[O:15].[H-].[Na+].I[CH3:27]. The catalyst is C1COCC1.CCOC(C)=O.O. The product is [CH3:1][C@@H:2]1[C@H:7]([N:8]2[CH2:12][CH2:11][N:10]([CH3:27])[C:9]2=[O:13])[CH2:6][CH2:5][CH2:4][N:3]1[C:14]([O:16][CH2:17][C:18]1[CH:23]=[CH:22][CH:21]=[CH:20][CH:19]=1)=[O:15]. The yield is 0.920. (3) The reactants are [Cl:1][C:2]1[N:10]=[CH:9][C:8]([F:11])=[CH:7][C:3]=1[C:4]([OH:6])=[O:5].S(=O)(=O)(O)O.[OH-].[Na+].[CH3:19]O. No catalyst specified. The product is [Cl:1][C:2]1[N:10]=[CH:9][C:8]([F:11])=[CH:7][C:3]=1[C:4]([O:6][CH3:19])=[O:5]. The yield is 0.250. (4) The reactants are [Cl:1][C:2]1[CH:3]=[CH:4][C:5]([C:8](OC)=[O:9])=[N:6][CH:7]=1.[BH4-].[Na+]. The catalyst is CO. The product is [Cl:1][C:2]1[CH:3]=[CH:4][C:5]([CH2:8][OH:9])=[N:6][CH:7]=1. The yield is 0.990. (5) The reactants are [CH3:1][C:2]1[CH:9]=[CH:8][C:5]([CH:6]=O)=[CH:4][N:3]=1.C(O)(=O)[CH2:11][C:12]([OH:14])=[O:13].N1CCCCC1. The catalyst is N1C=CC=CC=1. The product is [CH3:1][C:2]1[N:3]=[CH:4][C:5](/[CH:6]=[CH:11]/[C:12]([OH:14])=[O:13])=[CH:8][CH:9]=1. The yield is 0.450. (6) The reactants are [Br:1][CH:2]1[CH:15]=[CH:14][C:13]2[C:4](=[C:5]3[C:10](=[CH:11][N:12]=2)[CH:9]=[CH:8][CH:7]=[CH:6]3)[C:3]1=O.P(Cl)(Cl)(Cl)(Cl)[Cl:18]. The catalyst is O=P(Cl)(Cl)Cl. The product is [Br:1][C:2]1[CH:15]=[CH:14][C:13]2[C:4](=[C:5]3[C:10](=[C:11]([Cl:18])[N:12]=2)[CH:9]=[CH:8][CH:7]=[CH:6]3)[CH:3]=1. The yield is 0.786. (7) The reactants are Cl.C(OC([N:9]1[CH2:13][CH2:12][CH:11]([C:14]2[CH:19]=[CH:18][CH:17]=[CH:16][CH:15]=2)[CH2:10]1)=O)(C)(C)C. The catalyst is C(OCC)(=O)C. The product is [C:14]1([CH:11]2[CH2:12][CH2:13][NH:9][CH2:10]2)[CH:19]=[CH:18][CH:17]=[CH:16][CH:15]=1. The yield is 0.870.